The task is: Regression. Given two drug SMILES strings and cell line genomic features, predict the synergy score measuring deviation from expected non-interaction effect.. This data is from NCI-60 drug combinations with 297,098 pairs across 59 cell lines. (1) Drug 1: C1=CC(=CC=C1CC(C(=O)O)N)N(CCCl)CCCl.Cl. Drug 2: COCCOC1=C(C=C2C(=C1)C(=NC=N2)NC3=CC=CC(=C3)C#C)OCCOC.Cl. Cell line: MDA-MB-435. Synergy scores: CSS=-7.95, Synergy_ZIP=3.28, Synergy_Bliss=-0.747, Synergy_Loewe=-7.41, Synergy_HSA=-6.74. (2) Drug 1: CC1=C(C(CCC1)(C)C)C=CC(=CC=CC(=CC(=O)O)C)C. Drug 2: CC(C)(C#N)C1=CC(=CC(=C1)CN2C=NC=N2)C(C)(C)C#N. Cell line: SK-OV-3. Synergy scores: CSS=4.95, Synergy_ZIP=-1.35, Synergy_Bliss=2.69, Synergy_Loewe=1.57, Synergy_HSA=1.66. (3) Drug 1: C1=C(C(=O)NC(=O)N1)N(CCCl)CCCl. Drug 2: CN1C(=O)N2C=NC(=C2N=N1)C(=O)N. Cell line: A498. Synergy scores: CSS=13.9, Synergy_ZIP=-5.92, Synergy_Bliss=0.231, Synergy_Loewe=-12.0, Synergy_HSA=-1.76. (4) Drug 1: CC1=C2C(C(=O)C3(C(CC4C(C3C(C(C2(C)C)(CC1OC(=O)C(C(C5=CC=CC=C5)NC(=O)OC(C)(C)C)O)O)OC(=O)C6=CC=CC=C6)(CO4)OC(=O)C)OC)C)OC. Drug 2: C(CN)CNCCSP(=O)(O)O. Cell line: MALME-3M. Synergy scores: CSS=15.5, Synergy_ZIP=-0.872, Synergy_Bliss=-2.91, Synergy_Loewe=-5.38, Synergy_HSA=-0.942. (5) Drug 1: CC1OCC2C(O1)C(C(C(O2)OC3C4COC(=O)C4C(C5=CC6=C(C=C35)OCO6)C7=CC(=C(C(=C7)OC)O)OC)O)O. Drug 2: CC1CCC2CC(C(=CC=CC=CC(CC(C(=O)C(C(C(=CC(C(=O)CC(OC(=O)C3CCCCN3C(=O)C(=O)C1(O2)O)C(C)CC4CCC(C(C4)OC)OP(=O)(C)C)C)C)O)OC)C)C)C)OC. Cell line: SW-620. Synergy scores: CSS=52.6, Synergy_ZIP=0.738, Synergy_Bliss=-0.336, Synergy_Loewe=3.13, Synergy_HSA=3.79. (6) Drug 1: C1CC(C1)(C(=O)O)C(=O)O.[NH2-].[NH2-].[Pt+2]. Drug 2: C1=CN(C=N1)CC(O)(P(=O)(O)O)P(=O)(O)O. Cell line: HOP-92. Synergy scores: CSS=10.1, Synergy_ZIP=-0.576, Synergy_Bliss=5.44, Synergy_Loewe=-0.265, Synergy_HSA=-0.265. (7) Drug 1: C1=CC(=CC=C1C#N)C(C2=CC=C(C=C2)C#N)N3C=NC=N3. Drug 2: CC1=C(N=C(N=C1N)C(CC(=O)N)NCC(C(=O)N)N)C(=O)NC(C(C2=CN=CN2)OC3C(C(C(C(O3)CO)O)O)OC4C(C(C(C(O4)CO)O)OC(=O)N)O)C(=O)NC(C)C(C(C)C(=O)NC(C(C)O)C(=O)NCCC5=NC(=CS5)C6=NC(=CS6)C(=O)NCCC[S+](C)C)O. Cell line: SK-OV-3. Synergy scores: CSS=8.13, Synergy_ZIP=-3.04, Synergy_Bliss=-2.26, Synergy_Loewe=-4.82, Synergy_HSA=-3.05.